From a dataset of Full USPTO retrosynthesis dataset with 1.9M reactions from patents (1976-2016). Predict the reactants needed to synthesize the given product. Given the product [OH:1][C:2]1[CH:3]=[CH:4][C:5]([C:8]([C:11]2[CH:12]=[CH:13][C:14]([OH:17])=[CH:15][CH:16]=2)([CH3:10])[CH3:9])=[CH:6][CH:7]=1.[CH2:21]1[O:32][CH:22]1[CH3:23], predict the reactants needed to synthesize it. The reactants are: [OH:1][C:2]1[CH:7]=[CH:6][C:5]([C:8]([C:11]2[CH:16]=[CH:15][C:14]([OH:17])=[CH:13][CH:12]=2)([CH3:10])[CH3:9])=[CH:4][CH:3]=1.C1OC1.[C:21]([OH:32])(=O)[C:22]1C=C[C:22]([C:21]([OH:32])=O)=[CH:23][CH:23]=1.NC(N)=O.NCCCCCCN.